From a dataset of Forward reaction prediction with 1.9M reactions from USPTO patents (1976-2016). Predict the product of the given reaction. Given the reactants [Br:1][C:2]1[CH:21]=[CH:20][C:5]2[O:6][CH2:7][CH:8]([OH:19])[CH2:9][N:10]3[C:18]4[CH:17]=[CH:16][CH:15]=[CH:14][C:13]=4[CH:12]=[C:11]3[C:4]=2[CH:3]=1, predict the reaction product. The product is: [Br:1][C:2]1[CH:21]=[CH:20][C:5]2[O:6][CH2:7][C:8](=[O:19])[CH2:9][N:10]3[C:18]4[CH:17]=[CH:16][CH:15]=[CH:14][C:13]=4[CH:12]=[C:11]3[C:4]=2[CH:3]=1.